From a dataset of Catalyst prediction with 721,799 reactions and 888 catalyst types from USPTO. Predict which catalyst facilitates the given reaction. Product: [F:39][C:2]([F:1])([F:38])[C:3]1[CH:4]=[C:5]([C:13]([CH3:36])([CH3:37])[C:14]([N:16]([C:18]2[CH:19]=[N:20][C:21]([NH:31][CH2:32][C:33]([OH:35])([CH3:40])[CH3:34])=[CH:22][C:23]=2[C:24]2[CH:29]=[CH:28][CH:27]=[CH:26][C:25]=2[Cl:30])[CH3:17])=[O:15])[CH:6]=[C:7]([C:9]([F:12])([F:11])[F:10])[CH:8]=1. Reactant: [F:1][C:2]([F:39])([F:38])[C:3]1[CH:4]=[C:5]([C:13]([CH3:37])([CH3:36])[C:14]([N:16]([C:18]2[CH:19]=[N:20][C:21]([NH:31][CH2:32][C:33](=[O:35])[CH3:34])=[CH:22][C:23]=2[C:24]2[CH:29]=[CH:28][CH:27]=[CH:26][C:25]=2[Cl:30])[CH3:17])=[O:15])[CH:6]=[C:7]([C:9]([F:12])([F:11])[F:10])[CH:8]=1.[CH3:40][Mg]Br.Cl. The catalyst class is: 305.